This data is from Catalyst prediction with 721,799 reactions and 888 catalyst types from USPTO. The task is: Predict which catalyst facilitates the given reaction. (1) Reactant: [CH3:1][O:2][CH2:3][C:4]1[N:9]=[CH:8][C:7]([O:10][C:11]2[CH:12]=[C:13]3[C:17](=[C:18]([O:20][CH:21]4[CH2:26][CH2:25][O:24][CH2:23][CH2:22]4)[CH:19]=2)[NH:16][C:15]([C:27]([NH2:29])=O)=[CH:14]3)=[CH:6][CH:5]=1.COC1C=CC(P2(SP(C3C=CC(OC)=CC=3)(=S)S2)=[S:39])=CC=1.C(OCC)(=O)C.CCCCCC. Product: [CH3:1][O:2][CH2:3][C:4]1[N:9]=[CH:8][C:7]([O:10][C:11]2[CH:12]=[C:13]3[C:17](=[C:18]([O:20][CH:21]4[CH2:26][CH2:25][O:24][CH2:23][CH2:22]4)[CH:19]=2)[NH:16][C:15]([C:27](=[S:39])[NH2:29])=[CH:14]3)=[CH:6][CH:5]=1. The catalyst class is: 7. (2) Reactant: [F:1][P-:2]([F:7])([F:6])([F:5])([F:4])[F:3].[Na+].COS([O-])(=O)=O.[CH3:15][S+:16]([CH3:34])[C:17]1[CH:22]=[CH:21][C:20]([C:23](=[O:33])[C:24]([CH3:32])([NH+:26]2[CH2:31][CH2:30][O:29][CH2:28][CH2:27]2)[CH3:25])=[CH:19][CH:18]=1.COS([O-])(=O)=O.C(=O)([O-])[O-].[Na+].[Na+]. Product: [F:1][P-:2]([F:7])([F:6])([F:5])([F:4])[F:3].[CH3:34][S+:16]([CH3:15])[C:17]1[CH:22]=[CH:21][C:20]([C:23](=[O:33])[C:24]([CH3:25])([N:26]2[CH2:27][CH2:28][O:29][CH2:30][CH2:31]2)[CH3:32])=[CH:19][CH:18]=1. The catalyst class is: 6. (3) Reactant: [C:1]([C:3]1[CH:4]=[C:5]2[C:10](=[CH:11][C:12]=1[O:13][CH2:14][CH:15]1[CH2:20][CH2:19][N:18](OC(OC(C)(C)C)=O)[CH2:17][CH2:16]1)[N:9]=[CH:8][CH:7]=[C:6]2[O:29][C:30]1[CH:31]=[C:32]2[C:36](=[CH:37][CH:38]=1)[N:35]([C:39](=[O:43])[NH:40][CH2:41][CH3:42])[CH:34]=[CH:33]2)#[N:2].O.C(=O)(O)O. Product: [C:1]([C:3]1[CH:4]=[C:5]2[C:10](=[CH:11][C:12]=1[O:13][CH2:14][CH:15]1[CH2:20][CH2:19][NH:18][CH2:17][CH2:16]1)[N:9]=[CH:8][CH:7]=[C:6]2[O:29][C:30]1[CH:31]=[C:32]2[C:36](=[CH:37][CH:38]=1)[N:35]([C:39](=[O:43])[NH:40][CH2:41][CH3:42])[CH:34]=[CH:33]2)#[N:2]. The catalyst class is: 55. (4) Reactant: [Br:1][C:2]1[S:6][C:5]([C:7]([OH:9])=O)=[CH:4][CH:3]=1.C(Cl)(=O)C([Cl:13])=O. Product: [Br:1][C:2]1[S:6][C:5]([C:7]([Cl:13])=[O:9])=[CH:4][CH:3]=1. The catalyst class is: 120. (5) Reactant: [OH:1][C:2]([CH3:8])([CH3:7])[C:3]([O:5][CH3:6])=[O:4].[H-].[Na+].Br[CH2:12][C:13]#[C:14][CH3:15].O. Product: [CH2:12]([O:1][C:2]([CH3:8])([CH3:7])[C:3]([O:5][CH3:6])=[O:4])[C:13]#[C:14][CH3:15]. The catalyst class is: 9.